From a dataset of Experimentally validated miRNA-target interactions with 360,000+ pairs, plus equal number of negative samples. Binary Classification. Given a miRNA mature sequence and a target amino acid sequence, predict their likelihood of interaction. (1) The miRNA is hsa-miR-548s with sequence AUGGCCAAAACUGCAGUUAUUUU. The protein sequence of the target gene is MDFPCLWLGLLLPLVAALDFNYHRQEGMEAFLKTVAQNYSSVTHLHSIGKSVKGRNLWVLVVGRFPKEHRIGIPEFKYVANMHGDETVGRELLLHLIDYLVTSDGKDPEITNLINSTRIHIMPSMNPDGFEAVKKPDCYYSIGRENYNQYDLNRNFPDAFEYNNVSRQPETVAVMKWLKTETFVLSANLHGGALVASYPFDNGVQATGALYSRSLTPDDDVFQYLAHTYASRNPNMKKGDECKNKMNFPNGVTNGYSWYPLQGGMQDYNYIWAQCFEITLELSCCKYPREEKLPSFWNNN.... Result: 1 (interaction). (2) The miRNA is mmu-miR-3061-3p with sequence CUACCUUUGAUAGUCCACUGCC. The protein sequence of the target gene is MGAASCEDEELEFKLVFGEEKEAPPLGAGGLGEELDSEDAPPCCRLALGEPPPYGAAPIGIPRPPPPRPGMHSPPPRPAPSPGTWESQPARSVRLGGPGGGAGGAGGGRVLECPSIRITSISPTPEPPAALEDNPDAWGDGSPRDYPPPEGFGGYREAGGQGGGAFFSPSPGSSSLSSWSFFSDASDEAALYAACDEVESELNEAASRFGLGSPLPSPRASPRPWTPEDPWSLYGPSPGGRGPEDSWLLLSAPGPTPASPRPASPCGKRRYSSSGTPSSASPALSRRGSLGEEGSEPPPP.... Result: 0 (no interaction). (3) The miRNA is gga-miR-128-3p with sequence UCACAGUGAACCGGUCUCUUU. Result: 0 (no interaction). The protein sequence of the target gene is MGPAPAGEQLRGATGEPEVMEPALEGTGKEGKKASSRKRTLAEPPAKGLLQPVKLSRAELYKEPTNEELNRLRETEILFHSSLLRLQVEELLKEVRLSEKKKDRIDAFLREVNQRVVRVPSVPETELTDQAWLPAGVRVPLHQVPYAVKGCFRFLPPAQVTVVGSYLLGTCIRPDINVDVALTMPREILQDKDGLNQRYFRKRALYLAHLAHHLAQDPLFGSVCFSYTNGCHLKPSLLLRPRGKDERLVTVRLHPCPPPDFFRPCRLLPTKNNVRSAWYRGQSPAGDGSPEPPTPRYNTW.... (4) The miRNA is mmu-miR-31-5p with sequence AGGCAAGAUGCUGGCAUAGCUG. The protein sequence of the target gene is MAAGAGARPAPRWVKALGEPLSAAQLRRLEEHRYTAVGESLFEPPLQLYWTWLLQWIPLWMAPNTITLIGLAINLVTTLVLIFYCPTVTEEAPYWTYLLCALGLFIYQSLDAIDGKQARRTNSCSPLGELFDHGCDSLSTVFMAIGASIAVRLGTHPDWLFFCSFVGMFMFYCAHWQTYVSGVLRFGRVDVTEIQVALVIVFMLSTFGGATMWDYTIPILEIKLKIVPVLGVVGGLIFSCSNYFHVILHGGVGKNGSTIAGTSVLSPGLHIGLIIILAIMIYKKSATNMFEKHPCLYTLM.... Result: 0 (no interaction).